From a dataset of Full USPTO retrosynthesis dataset with 1.9M reactions from patents (1976-2016). Predict the reactants needed to synthesize the given product. (1) The reactants are: [N+:1]([O-])([O-])=O.[Na+].[Br:6][C:7]1[CH:8]=[CH:9][C:10]([F:14])=[C:11]([CH:13]=1)[NH2:12].O.O.[Sn](Cl)Cl.[OH-].[Na+]. Given the product [Br:6][C:7]1[CH:8]=[CH:9][C:10]([F:14])=[C:11]([NH:12][NH2:1])[CH:13]=1, predict the reactants needed to synthesize it. (2) The reactants are: [Cl:1][C:2]1[CH:10]=[C:9]([C:11]2[CH:16]=[CH:15][C:14](=[O:17])[N:13]([CH2:18][CH2:19][O:20][C:21]3[C:30]4[C:25](=[CH:26][C:27]([O:31][CH3:32])=[CH:28][CH:29]=4)[N:24]=[CH:23][CH:22]=3)[N:12]=2)[CH:8]=[CH:7][C:3]=1[C:4](O)=[O:5].CCN(C(C)C)C(C)C.CN(C(O[N:50]1N=[N:57][C:52]2C=CC=N[C:51]1=2)=[N+](C)C)C.F[P-](F)(F)(F)(F)F.C(N)CN. Given the product [NH2:50][CH2:51][CH2:52][NH:57][C:4](=[O:5])[C:3]1[CH:7]=[CH:8][C:9]([C:11]2[CH:16]=[CH:15][C:14](=[O:17])[N:13]([CH2:18][CH2:19][O:20][C:21]3[C:30]4[C:25](=[CH:26][C:27]([O:31][CH3:32])=[CH:28][CH:29]=4)[N:24]=[CH:23][CH:22]=3)[N:12]=2)=[CH:10][C:2]=1[Cl:1], predict the reactants needed to synthesize it. (3) Given the product [C:33]1([C:36]2[CH:37]=[CH:38][CH:39]=[CH:40][CH:41]=2)[CH:34]=[CH:35][C:30]([C:28]2[O:29][C:25]([CH3:24])=[C:26]([CH2:42][CH2:43][O:44][C:10]3[CH:9]=[CH:8][C:7]([CH2:6][C:5]([O:15][C:16]4[CH:21]=[CH:20][C:19]([F:22])=[CH:18][CH:17]=4)([CH3:14])[C:4]([OH:23])=[O:3])=[CH:12][CH:11]=3)[N:27]=2)=[CH:31][CH:32]=1, predict the reactants needed to synthesize it. The reactants are: C([O:3][C:4](=[O:23])[C:5]([O:15][C:16]1[CH:21]=[CH:20][C:19]([F:22])=[CH:18][CH:17]=1)([CH3:14])[CH2:6][C:7]1[CH:12]=[CH:11][C:10](O)=[CH:9][CH:8]=1)C.[CH3:24][C:25]1[O:29][C:28]([C:30]2[CH:35]=[CH:34][C:33]([C:36]3[CH:41]=[CH:40][CH:39]=[CH:38][CH:37]=3)=[CH:32][CH:31]=2)=[N:27][C:26]=1[CH2:42][CH2:43][O:44]S(C1C=CC(C)=CC=1)(=O)=O.C([O-])([O-])=O.[K+].[K+].[OH-].[Na+]. (4) Given the product [C:1]([C:5]1[CH:6]=[C:7]([NH:16][C:17]([NH:19][C:20]2[C:29]3[C:24](=[CH:25][CH:26]=[CH:27][CH:28]=3)[C:23]([O:30][C:31]3[CH:36]=[CH:35][N:34]=[C:33]([NH:37][C:38]4[CH:43]=[C:42]([O:44][CH2:45][CH2:46][O:47][CH2:48][CH2:49][O:50][CH2:51][CH2:52][O:53][CH3:54])[CH:41]=[C:40]([O:55][CH3:56])[CH:39]=4)[N:32]=3)=[CH:22][CH:21]=2)=[O:18])[C:8]([O:14][CH3:15])=[C:9]([CH:13]=1)[C:10]([NH:60][CH:57]1[CH2:59][CH2:58]1)=[O:11])([CH3:4])([CH3:2])[CH3:3], predict the reactants needed to synthesize it. The reactants are: [C:1]([C:5]1[CH:6]=[C:7]([NH:16][C:17]([NH:19][C:20]2[C:29]3[C:24](=[CH:25][CH:26]=[CH:27][CH:28]=3)[C:23]([O:30][C:31]3[CH:36]=[CH:35][N:34]=[C:33]([NH:37][C:38]4[CH:43]=[C:42]([O:44][CH2:45][CH2:46][O:47][CH2:48][CH2:49][O:50][CH2:51][CH2:52][O:53][CH3:54])[CH:41]=[C:40]([O:55][CH3:56])[CH:39]=4)[N:32]=3)=[CH:22][CH:21]=2)=[O:18])[C:8]([O:14][CH3:15])=[C:9]([CH:13]=1)[C:10](O)=[O:11])([CH3:4])([CH3:3])[CH3:2].[CH:57]1([NH2:60])[CH2:59][CH2:58]1.C(N(CC)CC)C.C(P1(=O)OP(CCC)(=O)OP(CCC)(=O)O1)CC.CCOC(C)=O. (5) Given the product [CH:20]1([CH:23]([C:30]2[CH:31]=[C:32]([CH:33]=[CH:34][CH:35]=2)[O:36][CH2:37][CH:38]2[CH2:43][CH2:42][N:41]([C:2]3[N:17]=[C:16]([O:18][CH3:19])[CH:15]=[CH:14][C:3]=3[C:4]([O:6][CH2:7][C:8]3[CH:13]=[CH:12][CH:11]=[CH:10][CH:9]=3)=[O:5])[CH2:40][CH2:39]2)[CH2:24][C:25]([O:27][CH2:28][CH3:29])=[O:26])[CH2:22][CH2:21]1, predict the reactants needed to synthesize it. The reactants are: Cl[C:2]1[N:17]=[C:16]([O:18][CH3:19])[CH:15]=[CH:14][C:3]=1[C:4]([O:6][CH2:7][C:8]1[CH:13]=[CH:12][CH:11]=[CH:10][CH:9]=1)=[O:5].[CH:20]1([CH:23]([C:30]2[CH:35]=[CH:34][CH:33]=[C:32]([O:36][CH2:37][CH:38]3[CH2:43][CH2:42][NH:41][CH2:40][CH2:39]3)[CH:31]=2)[CH2:24][C:25]([O:27][CH2:28][CH3:29])=[O:26])[CH2:22][CH2:21]1.C(=O)([O-])[O-].[K+].[K+].O. (6) Given the product [CH2:21]([O:28][C:29]1[CH:53]=[CH:52][C:51]([CH:54]2[CH2:55][CH2:56][N:57]([CH3:3])[CH2:58][CH2:59]2)=[CH:50][C:30]=1[C:31]([NH:33][C:34]1[CH:43]=[C:42]([C:44]2[CH:49]=[CH:48][CH:47]=[CH:46][CH:45]=2)[CH:41]=[CH:40][C:35]=1[C:36]([O:38][CH3:39])=[O:37])=[O:32])[C:22]1[CH:23]=[CH:24][CH:25]=[CH:26][CH:27]=1, predict the reactants needed to synthesize it. The reactants are: C=O.[C:3](O)(=O)C.C(O[BH-](OC(=O)C)OC(=O)C)(=O)C.[Na+].[CH2:21]([O:28][C:29]1[CH:53]=[CH:52][C:51]([CH:54]2[CH2:59][CH2:58][NH:57][CH2:56][CH2:55]2)=[CH:50][C:30]=1[C:31]([NH:33][C:34]1[CH:43]=[C:42]([C:44]2[CH:49]=[CH:48][CH:47]=[CH:46][CH:45]=2)[CH:41]=[CH:40][C:35]=1[C:36]([O:38][CH3:39])=[O:37])=[O:32])[C:22]1[CH:27]=[CH:26][CH:25]=[CH:24][CH:23]=1. (7) The reactants are: [N+:1]([CH2:3][C:4]([O:6][CH2:7][CH3:8])=[O:5])#[C-:2].CO[CH:11](OC)[N:12]([CH3:14])[CH3:13]. Given the product [CH2:7]([O:6][C:4](=[O:5])[C:3]([N+:1]#[C-:2])=[CH:11][N:12]([CH3:14])[CH3:13])[CH3:8], predict the reactants needed to synthesize it. (8) Given the product [Cl:15][CH2:14][CH2:13][CH2:12][CH2:11][S:1]([Cl:16])(=[O:4])=[O:2], predict the reactants needed to synthesize it. The reactants are: [S:1]([O-:4])([O-])=[O:2].[Na+].[Na+].C(O[CH2:11][CH2:12][CH2:13][CH2:14][Cl:15])(=O)C.[ClH:16]. (9) The reactants are: [Si:1]([O:18][CH2:19][CH2:20][O:21][CH2:22][C@H:23]([OH:34])[C:24]([NH:26][C:27]1[CH:32]=[CH:31][C:30]([CH3:33])=[CH:29][N:28]=1)=[O:25])([C:14]([CH3:17])([CH3:16])[CH3:15])([C:8]1[CH:13]=[CH:12][CH:11]=[CH:10][CH:9]=1)[C:2]1[CH:7]=[CH:6][CH:5]=[CH:4][CH:3]=1.[Cl:35][C:36]1[C:37]([N:44]2[C:48]3=[N:49][CH:50]=[N:51][C:52](Cl)=[C:47]3[CH:46]=[N:45]2)=[C:38]([CH:41]=[CH:42][CH:43]=1)[C:39]#[N:40]. Given the product [Si:1]([O:18][CH2:19][CH2:20][O:21][CH2:22][C@H:23]([O:34][C:52]1[N:51]=[CH:50][N:49]=[C:48]2[N:44]([C:37]3[C:38]([C:39]#[N:40])=[CH:41][CH:42]=[CH:43][C:36]=3[Cl:35])[N:45]=[CH:46][C:47]=12)[C:24]([NH:26][C:27]1[CH:32]=[CH:31][C:30]([CH3:33])=[CH:29][N:28]=1)=[O:25])([C:14]([CH3:17])([CH3:16])[CH3:15])([C:8]1[CH:9]=[CH:10][CH:11]=[CH:12][CH:13]=1)[C:2]1[CH:3]=[CH:4][CH:5]=[CH:6][CH:7]=1, predict the reactants needed to synthesize it.